Dataset: Full USPTO retrosynthesis dataset with 1.9M reactions from patents (1976-2016). Task: Predict the reactants needed to synthesize the given product. Given the product [CH3:26][O:27][C:28](=[O:29])[C:30]1[CH:35]=[CH:34][N:33]=[C:32]([NH:36][C:5](=[O:6])[C:4]2[CH:8]=[CH:9][C:10]([CH:11]([CH3:25])[C:12]([C:18]3[CH:23]=[CH:22][N:21]=[C:20]([Cl:24])[CH:19]=3)([OH:17])[C:13]([F:14])([F:15])[F:16])=[C:2]([Cl:1])[CH:3]=2)[CH:31]=1, predict the reactants needed to synthesize it. The reactants are: [Cl:1][C:2]1[CH:3]=[C:4]([CH:8]=[CH:9][C:10]=1[CH:11]([CH3:25])[C:12]([C:18]1[CH:23]=[CH:22][N:21]=[C:20]([Cl:24])[CH:19]=1)([OH:17])[C:13]([F:16])([F:15])[F:14])[C:5](O)=[O:6].[CH3:26][O:27][C:28]([C:30]1[CH:35]=[CH:34][N:33]=[C:32]([NH2:36])[CH:31]=1)=[O:29].CN(C(ON1N=NC2C=CC=CC1=2)=[N+](C)C)C.F[P-](F)(F)(F)(F)F.